Dataset: Forward reaction prediction with 1.9M reactions from USPTO patents (1976-2016). Task: Predict the product of the given reaction. (1) Given the reactants Cl[CH2:2][C:3]([NH:5][C:6]1[CH:7]=[C:8]([CH:33]=[C:34]([C:36]([F:39])([F:38])[F:37])[CH:35]=1)[C:9]([NH:11][C:12]1[CH:17]=[CH:16][CH:15]=[C:14]([C:18]2[N:23]3[N:24]=[C:25]([C:27]4[CH:32]=[CH:31][N:30]=[CH:29][CH:28]=4)[CH:26]=[C:22]3[N:21]=[CH:20][CH:19]=2)[CH:13]=1)=[O:10])=[O:4].[NH:40]1[CH2:44][CH2:43][CH2:42][CH2:41]1.C(N(CC)CC)C, predict the reaction product. The product is: [N:30]1[CH:31]=[CH:32][C:27]([C:25]2[CH:26]=[C:22]3[N:21]=[CH:20][CH:19]=[C:18]([C:14]4[CH:13]=[C:12]([NH:11][C:9](=[O:10])[C:8]5[CH:33]=[C:34]([C:36]([F:39])([F:38])[F:37])[CH:35]=[C:6]([NH:5][C:3](=[O:4])[CH2:2][N:40]6[CH2:44][CH2:43][CH2:42][CH2:41]6)[CH:7]=5)[CH:17]=[CH:16][CH:15]=4)[N:23]3[N:24]=2)=[CH:28][CH:29]=1. (2) Given the reactants [NH2:1][C@@H:2]([C:4]([OH:6])=[O:5])[CH3:3].[OH-].[Na+].[CH3:9][O:10][C:11](Cl)=[O:12], predict the reaction product. The product is: [CH3:9][O:10][C:11]([NH:1][C@@H:2]([C:4]([OH:6])=[O:5])[CH3:3])=[O:12]. (3) Given the reactants [CH3:1][C:2]1([CH3:32])[S:6][C:5]2[CH:7]=[C:8]([CH:11]([N:13]([CH2:25][C:26]3[CH:31]=[CH:30][CH:29]=[CH:28][N:27]=3)[C:14](=[O:24])[CH2:15][CH2:16][C:17]3[CH:22]=[CH:21][C:20]([F:23])=[CH:19][CH:18]=3)[CH3:12])[CH:9]=[CH:10][C:4]=2[O:3]1.[OH:33]O.O, predict the reaction product. The product is: [CH3:32][C:2]1([CH3:1])[S:6](=[O:33])[C:5]2[CH:7]=[C:8]([CH:11]([N:13]([CH2:25][C:26]3[CH:31]=[CH:30][CH:29]=[CH:28][N:27]=3)[C:14](=[O:24])[CH2:15][CH2:16][C:17]3[CH:22]=[CH:21][C:20]([F:23])=[CH:19][CH:18]=3)[CH3:12])[CH:9]=[CH:10][C:4]=2[O:3]1. (4) Given the reactants [F:1][C:2]1[CH:3]=[C:4]([CH:27]=[CH:28][C:29]=1[CH3:30])[CH2:5][NH:6][CH:7]1[CH2:12][CH2:11][N:10]([CH2:13][CH2:14][N:15]2[C:24]3[C:19](=[CH:20][CH:21]=[C:22]([F:25])[CH:23]=3)[N:18]=[CH:17][C:16]2=[O:26])[CH2:9][CH2:8]1.[ClH:31].C(OCC)(=O)C, predict the reaction product. The product is: [ClH:31].[F:1][C:2]1[CH:3]=[C:4]([CH:27]=[CH:28][C:29]=1[CH3:30])[CH2:5][NH:6][CH:7]1[CH2:12][CH2:11][N:10]([CH2:13][CH2:14][N:15]2[C:24]3[C:19](=[CH:20][CH:21]=[C:22]([F:25])[CH:23]=3)[N:18]=[CH:17][C:16]2=[O:26])[CH2:9][CH2:8]1. (5) Given the reactants [CH2:1]([O:4][C:5]1[C:14](C)=[CH:13][C:8]([C:9]([NH:11][OH:12])=[NH:10])=[CH:7][C:6]=1CC)[CH:2]=[CH2:3].O[C:19]1C=CC(C=O)=C(C)C=1, predict the reaction product. The product is: [CH2:1]([O:4][C:5]1[CH:6]=[CH:7][C:8]([C:9]([NH:11][OH:12])=[NH:10])=[C:13]([CH3:19])[CH:14]=1)[CH:2]=[CH2:3]. (6) Given the reactants [CH3:1][C:2]1[C:7]([C:8]([O:10]C)=[O:9])=[CH:6][C:5]([C:12]2[CH:13]=[CH:14][C:15](=[O:21])[N:16]([CH:18]([CH3:20])[CH3:19])[N:17]=2)=[C:4]([C:22]2[CH:27]=[CH:26][CH:25]=[CH:24][CH:23]=2)[N:3]=1.[OH-].[Na+], predict the reaction product. The product is: [CH3:1][C:2]1[C:7]([C:8]([OH:10])=[O:9])=[CH:6][C:5]([C:12]2[CH:13]=[CH:14][C:15](=[O:21])[N:16]([CH:18]([CH3:20])[CH3:19])[N:17]=2)=[C:4]([C:22]2[CH:23]=[CH:24][CH:25]=[CH:26][CH:27]=2)[N:3]=1. (7) The product is: [CH2:25]([O:24][C:22]([NH:1][C@@H:2]([C:6]([S:9][CH:10]([CH3:12])[CH3:11])([CH3:7])[CH3:8])[C:3]([OH:5])=[O:4])=[O:23])[CH3:26]. Given the reactants [NH2:1][C@@H:2]([C:6]([S:9][CH:10]([CH3:12])[CH3:11])([CH3:8])[CH3:7])[C:3]([OH:5])=[O:4].O1CCOCC1.[OH-].[Na+].Cl[C:22]([O:24][CH2:25][CH3:26])=[O:23], predict the reaction product. (8) The product is: [C:1]([O:5][C:6]([C:7]1[C:19]([CH2:20][CH3:21])=[N:22][N:10]([C:11]2[CH:12]=[CH:13][C:14]([F:17])=[CH:15][CH:16]=2)[C:8]=1[CH3:9])=[O:18])([CH3:2])([CH3:3])[CH3:4]. Given the reactants [C:1]([O:5][C:6](=[O:18])/[CH:7]=[C:8](\[NH:10][C:11]1[CH:16]=[CH:15][C:14]([F:17])=[CH:13][CH:12]=1)/[CH3:9])([CH3:4])([CH3:3])[CH3:2].[C:19](#[N:22])[CH2:20][CH3:21].FC1C=CC(NC(=O)C)=CC=1, predict the reaction product. (9) Given the reactants C(OC([C:6]1[C:10]([C:11]2[CH:16]=[CH:15][C:14]([N+:17]([O-:19])=[O:18])=[CH:13][CH:12]=2)=[CH:9][NH:8][CH:7]=1)=O)C.[OH-].[Na+].O.C(Cl)Cl, predict the reaction product. The product is: [N+:17]([C:14]1[CH:13]=[CH:12][C:11]([C:10]2[CH:6]=[CH:7][NH:8][CH:9]=2)=[CH:16][CH:15]=1)([O-:19])=[O:18]. (10) The product is: [CH3:24][O:25][CH2:26][C@H:27]1[CH2:31][CH2:30][CH2:29][N:28]1[CH2:22][C:16]1([C:13]2[CH:12]=[CH:11][C:10]([O:9][CH2:8][CH2:7][CH2:6][N:1]3[CH2:5][CH2:4][CH2:3][CH2:2]3)=[CH:15][CH:14]=2)[CH2:21][CH2:20][O:19][CH2:18][CH2:17]1. Given the reactants [N:1]1([CH2:6][CH2:7][CH2:8][O:9][C:10]2[CH:15]=[CH:14][C:13]([C:16]3([CH:22]=O)[CH2:21][CH2:20][O:19][CH2:18][CH2:17]3)=[CH:12][CH:11]=2)[CH2:5][CH2:4][CH2:3][CH2:2]1.[CH3:24][O:25][CH2:26][C@H:27]1[CH2:31][CH2:30][CH2:29][NH:28]1, predict the reaction product.